From a dataset of Forward reaction prediction with 1.9M reactions from USPTO patents (1976-2016). Predict the product of the given reaction. (1) Given the reactants C([N:4]([C:28]1[C:33]([Cl:34])=[CH:32][C:31]([C:35]([F:44])([C:40]([F:43])([F:42])[F:41])[C:36]([F:39])([F:38])[F:37])=[CH:30][C:29]=1[Br:45])[C:5](=[O:27])[C:6]1[CH:11]=[CH:10][CH:9]=[C:8]([N:12]([C:15](=[O:24])[C:16]2[CH:21]=[CH:20][C:19]([C:22]#[N:23])=[CH:18][CH:17]=2)[CH2:13][CH3:14])[C:7]=1[O:25][CH3:26])(=O)C.[OH-].[Na+], predict the reaction product. The product is: [Br:45][C:29]1[CH:30]=[C:31]([C:35]([F:44])([C:36]([F:37])([F:38])[F:39])[C:40]([F:42])([F:41])[F:43])[CH:32]=[C:33]([Cl:34])[C:28]=1[NH:4][C:5](=[O:27])[C:6]1[CH:11]=[CH:10][CH:9]=[C:8]([N:12]([C:15](=[O:24])[C:16]2[CH:17]=[CH:18][C:19]([C:22]#[N:23])=[CH:20][CH:21]=2)[CH2:13][CH3:14])[C:7]=1[O:25][CH3:26]. (2) Given the reactants [Br:1][C:2]1[NH:10][C:9]2[C:8](=[O:11])[NH:7][C:6](=[O:12])[N:5]([CH3:13])[C:4]=2[N:3]=1.[C:14]([C:16]1[CH:23]=[CH:22][CH:21]=[CH:20][C:17]=1[CH2:18]Br)#[N:15].C(N(C(C)C)CC)(C)C, predict the reaction product. The product is: [Br:1][C:2]1[N:10]([CH2:18][C:17]2[CH:20]=[CH:21][CH:22]=[CH:23][C:16]=2[C:14]#[N:15])[C:9]2[C:8](=[O:11])[NH:7][C:6](=[O:12])[N:5]([CH3:13])[C:4]=2[N:3]=1. (3) Given the reactants C([O:3][C:4](=[O:31])[CH2:5][S:6][C:7]1[S:11][C:10]([NH:12][C:13]([N:15]([CH2:25][CH:26]2[CH2:30][CH2:29][CH2:28][CH2:27]2)[C:16]2[C:21]([F:22])=[CH:20][C:19]([F:23])=[CH:18][C:17]=2[F:24])=[O:14])=[N:9][CH:8]=1)C.C1(CN(C2C=CC(S(C)(=O)=O)=CC=2)C(=O)NC2SC=C(CC(O)=O)N=2)CCCC1.C1(CNC2C(F)=CC(F)=CC=2F)CCCC1.C(OC(=O)CSC1SC(N)=NC=1)C, predict the reaction product. The product is: [CH:26]1([CH2:25][N:15]([C:16]2[C:17]([F:24])=[CH:18][C:19]([F:23])=[CH:20][C:21]=2[F:22])[C:13](=[O:14])[NH:12][C:10]2[S:11][C:7]([S:6][CH2:5][C:4]([OH:31])=[O:3])=[CH:8][N:9]=2)[CH2:30][CH2:29][CH2:28][CH2:27]1.